The task is: Predict the reaction yield, written as a fraction of the theoretical maximum amount of product (1.0 means a 100% yield; for example, 0.34 means a 34% yield).. This data is from Reaction yield outcomes from USPTO patents with 853,638 reactions. (1) The reactants are [OH:1][C:2]1[NH:7][C:6](=[O:8])[N:5]([CH2:9][C:10]2[CH:15]=[CH:14][CH:13]=[CH:12][CH:11]=2)[C:4](=[O:16])[C:3]=1[C:17]([O:19]CC)=O.C1CCN2C(=NCCC2)CC1.[NH2:33][CH2:34][C:35]([OH:37])=[O:36]. The catalyst is C(O)C.C(OCC)(=O)C. The product is [OH:1][C:2]1[NH:7][C:6](=[O:8])[N:5]([CH2:9][C:10]2[CH:11]=[CH:12][CH:13]=[CH:14][CH:15]=2)[C:4](=[O:16])[C:3]=1[C:17]([NH:33][CH2:34][C:35]([OH:37])=[O:36])=[O:19]. The yield is 0.140. (2) The reactants are O1CCOCC1.Cl[C:8]1[CH:13]=[C:12]([CH:14]([S:23][C:24]2[CH:29]=[CH:28][C:27]([Cl:30])=[CH:26][CH:25]=2)[C:15]2[CH:20]=[C:19]([F:21])[CH:18]=[CH:17][C:16]=2[F:22])[C:11]([Cl:31])=[CH:10][N:9]=1.[NH:32]1[CH2:37][CH2:36][O:35][CH2:34][CH2:33]1. The catalyst is C(OCC)(=O)C. The product is [Cl:31][C:11]1[C:12]([CH:14]([S:23][C:24]2[CH:25]=[CH:26][C:27]([Cl:30])=[CH:28][CH:29]=2)[C:15]2[CH:20]=[C:19]([F:21])[CH:18]=[CH:17][C:16]=2[F:22])=[CH:13][C:8]([N:32]2[CH2:37][CH2:36][O:35][CH2:34][CH2:33]2)=[N:9][CH:10]=1. The yield is 0.890. (3) The reactants are [CH3:1][O:2][C:3](=[O:17])[C:4]1[CH:9]=[C:8]([N+:10]([O-:12])=[O:11])[C:7](Cl)=[C:6]([N+:14]([O-:16])=[O:15])[CH:5]=1.[F:18][C:19]1[C:24](C2C([N+]([O-])=O)=CC(C#N)=CC=2[N+]([O-])=O)=[CH:23][C:22]([CH3:39])=[CH:21][N:20]=1. No catalyst specified. The product is [CH3:1][O:2][C:3](=[O:17])[C:4]1[CH:9]=[C:8]([N+:10]([O-:12])=[O:11])[C:7]([C:24]2[C:19]([F:18])=[N:20][CH:21]=[C:22]([CH3:39])[CH:23]=2)=[C:6]([N+:14]([O-:16])=[O:15])[CH:5]=1. The yield is 0.940. (4) The reactants are [F:1][C:2]1[CH:7]=[CH:6][C:5]([C@@:8]([C:27]2[CH:32]=[C:31]([O:33][C:34]([F:39])([F:38])[CH:35]([F:37])[F:36])[CH:30]=[C:29]([F:40])[CH:28]=2)([NH:16][C:17]2[S:18][C:19]([CH3:26])=[C:20]([C:22]([F:25])([F:24])[F:23])[N:21]=2)[CH2:9][C:10]2[CH:15]=[CH:14][CH:13]=[CH:12][CH:11]=2)=[CH:4][C:3]=1[OH:41].C([O-])([O-])=O.[K+].[K+].I[CH:49]([CH3:51])[CH3:50]. The catalyst is CN(C=O)C. The product is [F:1][C:2]1[CH:7]=[CH:6][C:5]([C@:8]([NH:16][C:17]2[S:18][C:19]([CH3:26])=[C:20]([C:22]([F:23])([F:25])[F:24])[N:21]=2)([C:27]2[CH:32]=[C:31]([O:33][C:34]([F:38])([F:39])[CH:35]([F:37])[F:36])[CH:30]=[C:29]([F:40])[CH:28]=2)[CH2:9][C:10]2[CH:11]=[CH:12][CH:13]=[CH:14][CH:15]=2)=[CH:4][C:3]=1[O:41][CH:49]([CH3:51])[CH3:50]. The yield is 0.770. (5) The reactants are [C:1]([O:5][C:6]([C:8]1[CH:13]=[CH:12][CH:11]=[CH:10][C:9]=1[C:14]1[CH:19]=[CH:18][C:17]([CH2:20][N:21]2[C:29]3[C:24](=[CH:25][C:26]([C:30]([O:32]C)=[O:31])=[CH:27][CH:28]=3)[C:23]([CH3:34])=[N:22]2)=[CH:16][CH:15]=1)=[O:7])([CH3:4])([CH3:3])[CH3:2].CO.[OH-].[Li+].Cl. The catalyst is O1CCOCC1.O. The product is [C:1]([O:5][C:6]([C:8]1[CH:13]=[CH:12][CH:11]=[CH:10][C:9]=1[C:14]1[CH:19]=[CH:18][C:17]([CH2:20][N:21]2[C:29]3[C:24](=[CH:25][C:26]([C:30]([OH:32])=[O:31])=[CH:27][CH:28]=3)[C:23]([CH3:34])=[N:22]2)=[CH:16][CH:15]=1)=[O:7])([CH3:4])([CH3:3])[CH3:2]. The yield is 0.740. (6) The reactants are [N:1]1([C:7]([O:9][CH2:10][C:11]2[CH:16]=[CH:15][CH:14]=[CH:13][CH:12]=2)=[O:8])[CH2:6][CH2:5][NH:4][CH2:3][CH2:2]1.[CH:17]1([C:20](O)=[O:21])[CH2:19][CH2:18]1.Cl.C(N=C=NCCCN(C)C)C.ON1C2C=CC=CC=2N=N1.C(N(CC)CC)C. The catalyst is CN(C)C=O.O. The product is [CH:17]1([C:20]([N:4]2[CH2:5][CH2:6][N:1]([C:7]([O:9][CH2:10][C:11]3[CH:16]=[CH:15][CH:14]=[CH:13][CH:12]=3)=[O:8])[CH2:2][CH2:3]2)=[O:21])[CH2:19][CH2:18]1. The yield is 0.931. (7) The reactants are Br[C:2]1[S:3][C:4]([C:8]([O:10][CH2:11][CH3:12])=[O:9])=[C:5]([CH3:7])[N:6]=1.[CH:13](N(CC)C(C)C)(C)[CH3:14].C[Si](C#C)(C)C. The catalyst is C1(C)C=CC=CC=1.[Cu]I.Cl[Pd](Cl)([P](C1C=CC=CC=1)(C1C=CC=CC=1)C1C=CC=CC=1)[P](C1C=CC=CC=1)(C1C=CC=CC=1)C1C=CC=CC=1. The product is [C:13]([C:2]1[S:3][C:4]([C:8]([O:10][CH2:11][CH3:12])=[O:9])=[C:5]([CH3:7])[N:6]=1)#[CH:14]. The yield is 0.770. (8) The reactants are [C:1]1([CH:7]([C:15]2[CH:20]=[CH:19][CH:18]=[CH:17][CH:16]=2)[O:8][CH:9]2[CH2:14][CH2:13][NH:12][CH2:11][CH2:10]2)[CH:6]=[CH:5][CH:4]=[CH:3][CH:2]=1.[C:21]([O:25][CH3:26])(=[O:24])[CH:22]=[CH2:23]. The catalyst is CO. The product is [C:15]1([CH:7]([C:1]2[CH:2]=[CH:3][CH:4]=[CH:5][CH:6]=2)[O:8][CH:9]2[CH2:14][CH2:13][N:12]([CH2:23][CH2:22][C:21]([O:25][CH3:26])=[O:24])[CH2:11][CH2:10]2)[CH:16]=[CH:17][CH:18]=[CH:19][CH:20]=1. The yield is 0.980. (9) The reactants are [CH3:1][O:2][CH2:3][CH2:4][CH2:5]O.C1(P(C2C=CC=CC=2)C2C=CC=CC=2)C=CC=CC=1.N(C(OC(C)C)=O)=NC(OC(C)C)=O.[Br:40][C:41]1[CH:42]=[C:43]([N:48]2[C:52](=[O:53])[O:51][N:50]=[C:49]2[C:54]2[C:55]([NH:59]C(=O)C(F)(F)F)=[N:56][O:57][N:58]=2)[CH:44]=[CH:45][C:46]=1[F:47]. The catalyst is O1CCCC1. The product is [Br:40][C:41]1[CH:42]=[C:43]([N:48]2[C:52](=[O:53])[O:51][N:50]=[C:49]2[C:54]2[C:55]([NH:59][CH2:5][CH2:4][CH2:3][O:2][CH3:1])=[N:56][O:57][N:58]=2)[CH:44]=[CH:45][C:46]=1[F:47]. The yield is 0.540.